Dataset: NCI-60 drug combinations with 297,098 pairs across 59 cell lines. Task: Regression. Given two drug SMILES strings and cell line genomic features, predict the synergy score measuring deviation from expected non-interaction effect. (1) Drug 1: CC1=C2C(C(=O)C3(C(CC4C(C3C(C(C2(C)C)(CC1OC(=O)C(C(C5=CC=CC=C5)NC(=O)OC(C)(C)C)O)O)OC(=O)C6=CC=CC=C6)(CO4)OC(=O)C)OC)C)OC. Drug 2: CN(CCCl)CCCl.Cl. Cell line: NCI-H522. Synergy scores: CSS=26.9, Synergy_ZIP=-9.07, Synergy_Bliss=-14.0, Synergy_Loewe=-28.0, Synergy_HSA=-10.1. (2) Drug 2: CC1=CC2C(CCC3(C2CCC3(C(=O)C)OC(=O)C)C)C4(C1=CC(=O)CC4)C. Cell line: A549. Drug 1: C1=CC(=CC=C1CCC2=CNC3=C2C(=O)NC(=N3)N)C(=O)NC(CCC(=O)O)C(=O)O. Synergy scores: CSS=36.6, Synergy_ZIP=-3.35, Synergy_Bliss=-3.30, Synergy_Loewe=-41.1, Synergy_HSA=0.930.